Dataset: Reaction yield outcomes from USPTO patents with 853,638 reactions. Task: Predict the reaction yield, written as a fraction of the theoretical maximum amount of product (1.0 means a 100% yield; for example, 0.34 means a 34% yield). (1) The reactants are Cl[C:2]1[CH:7]=[N:6][CH:5]=[CH:4][N:3]=1.[N:8]1([C:14]([O:16][C:17]([CH3:20])([CH3:19])[CH3:18])=[O:15])[CH2:13][CH2:12][NH:11][CH2:10][CH2:9]1.C(=O)([O-])[O-].[Cs+].[Cs+]. The catalyst is CN(C=O)C.CCOCC. The product is [N:3]1[CH:4]=[CH:5][N:6]=[CH:7][C:2]=1[N:11]1[CH2:10][CH2:9][N:8]([C:14]([O:16][C:17]([CH3:20])([CH3:19])[CH3:18])=[O:15])[CH2:13][CH2:12]1. The yield is 0.407. (2) The product is [CH3:9][O:8][C:6]([C:5]1[CH:10]=[CH:11][C:2]([N:15]2[CH2:16][CH2:17][CH2:18][N:12]([C:19]([O:21][C:22]([CH3:25])([CH3:24])[CH3:23])=[O:20])[CH2:13][CH2:14]2)=[CH:3][CH:4]=1)=[O:7]. The yield is 0.130. The reactants are I[C:2]1[CH:11]=[CH:10][C:5]([C:6]([O:8][CH3:9])=[O:7])=[CH:4][CH:3]=1.[N:12]1([C:19]([O:21][C:22]([CH3:25])([CH3:24])[CH3:23])=[O:20])[CH2:18][CH2:17][CH2:16][NH:15][CH2:14][CH2:13]1.C(=O)([O-])[O-].[Cs+].[Cs+].C(C1CCCCC1=O)(=O)C. The catalyst is CN(C=O)C.[Cu](I)I. (3) The reactants are [C:1]1([C:11]2[CH:16]=[CH:15][CH:14]=[CH:13][CH:12]=2)[CH:6]=[CH:5][CH:4]=[C:3]([S:7](Cl)(=[O:9])=[O:8])[CH:2]=1.[CH3:17][O:18][C:19]1[CH:20]=[C:21]([CH:23]=[C:24]([O:28][CH3:29])[C:25]=1[O:26][CH3:27])[NH2:22].C(N(CC)CC)C.O. The catalyst is CN(C=O)C. The product is [CH3:29][O:28][C:24]1[CH:23]=[C:21]([NH:22][S:7]([C:3]2[CH:2]=[C:1]([C:11]3[CH:16]=[CH:15][CH:14]=[CH:13][CH:12]=3)[CH:6]=[CH:5][CH:4]=2)(=[O:9])=[O:8])[CH:20]=[C:19]([O:18][CH3:17])[C:25]=1[O:26][CH3:27]. The yield is 0.917. (4) The catalyst is C(Cl)Cl.C1COCC1. The yield is 0.0500. The reactants are [CH3:1][C:2]1[C:7]([C:8]2[S:9][C:10]3[CH:16]=[C:15]([CH2:17][C:18]([OH:20])=O)[CH:14]=[CH:13][C:11]=3[N:12]=2)=[CH:6][CH:5]=[CH:4][N:3]=1.[Cl:21][C:22]1[CH:27]=[CH:26][C:25]([CH:28]([C:30]2[CH:35]=[CH:34][CH:33]=[CH:32][CH:31]=2)[NH2:29])=[C:24]([CH3:36])[CH:23]=1.CCN(C(C)C)C(C)C.C(P1(=O)OP(CCC)(=O)OP(CCC)(=O)O1)CC.CCOC(C)=O. The product is [Cl:21][C:22]1[CH:27]=[CH:26][C:25]([CH:28]([C:30]2[CH:31]=[CH:32][CH:33]=[CH:34][CH:35]=2)[NH:29][C:18](=[O:20])[CH2:17][C:15]2[CH:14]=[CH:13][C:11]3[N:12]=[C:8]([C:7]4[C:2]([CH3:1])=[N:3][CH:4]=[CH:5][CH:6]=4)[S:9][C:10]=3[CH:16]=2)=[C:24]([CH3:36])[CH:23]=1. (5) The product is [Br:27][CH2:28][CH2:29][O:1][C:2]1[CH:3]=[C:4]2[C:8](=[CH:9][CH:10]=1)[N:7]([C:11]1[CH:16]=[CH:15][CH:14]=[C:13]([I:17])[CH:12]=1)[N:6]=[C:5]2[C:18]([NH2:20])=[O:19]. The reactants are [OH:1][C:2]1[CH:3]=[C:4]2[C:8](=[CH:9][CH:10]=1)[N:7]([C:11]1[CH:16]=[CH:15][CH:14]=[C:13]([I:17])[CH:12]=1)[N:6]=[C:5]2[C:18]([NH2:20])=[O:19].C(=O)([O-])[O-].[K+].[K+].[Br:27][CH2:28][CH2:29]Br. The catalyst is C(OCC)(=O)C. The yield is 0.390.